The task is: Predict the reaction yield, written as a fraction of the theoretical maximum amount of product (1.0 means a 100% yield; for example, 0.34 means a 34% yield).. This data is from Reaction yield outcomes from USPTO patents with 853,638 reactions. (1) The reactants are [C:1]1([C:8]2[CH:13]=[CH:12][CH:11]=[CH:10][CH:9]=2)[CH:6]=[CH:5][C:4]([OH:7])=[CH:3][CH:2]=1.[Br:14][CH2:15][CH2:16][CH2:17]Br.C([O-])([O-])=O.[Cs+].[Cs+]. The catalyst is C(#N)C. The product is [Br:14][CH2:15][CH2:16][CH2:17][O:7][C:4]1[CH:3]=[CH:2][C:1]([C:8]2[CH:13]=[CH:12][CH:11]=[CH:10][CH:9]=2)=[CH:6][CH:5]=1. The yield is 0.640. (2) The reactants are [NH2:1][C:2]1[C:7]([S:8]([N:11]([CH3:13])[CH3:12])(=[O:10])=[O:9])=[CH:6][C:5](Br)=[CH:4][N:3]=1.B1(B2OC(C)(C)C(C)(C)O2)OC(C)(C)C(C)(C)O1.C([O-])(=O)C.[K+].FC(F)(F)S(O[C:44]1[CH:53]=[CH:52][C:51]2[C:46](=[C:47]([C:54]3[CH:59]=[CH:58][CH:57]=[C:56]([S:60]([NH2:63])(=[O:62])=[O:61])[CH:55]=3)[CH:48]=[CH:49][N:50]=2)[N:45]=1)(=O)=O.C(=O)(O)[O-].[Na+]. The catalyst is O1CCOCC1.C1C=CC([PH+]([C]2[CH][CH][CH][CH]2)C2C=CC=CC=2)=CC=1.C1C=CC([PH+]([C]2[CH][CH][CH][CH]2)C2C=CC=CC=2)=CC=1.C(Cl)Cl.Cl[Pd]Cl.[Fe]. The product is [NH2:1][C:2]1[C:7]([S:8]([N:11]([CH3:13])[CH3:12])(=[O:10])=[O:9])=[CH:6][C:5]([C:44]2[CH:53]=[CH:52][C:51]3[C:46](=[C:47]([C:54]4[CH:59]=[CH:58][CH:57]=[C:56]([S:60]([NH2:63])(=[O:61])=[O:62])[CH:55]=4)[CH:48]=[CH:49][N:50]=3)[N:45]=2)=[CH:4][N:3]=1. The yield is 0.190. (3) The reactants are [F:1][C:2]1[CH:3]=[C:4]([C:13]2[CH:18]=[CH:17][CH:16]=[CH:15][C:14]=2[CH3:19])[C:5]2[O:9][CH:8]([CH2:10][NH2:11])[CH2:7][C:6]=2[CH:12]=1.C(N(C(C)C)CC)(C)C.Cl[C:30]([O:32][CH2:33][C:34]1[CH:39]=[CH:38][CH:37]=[CH:36][CH:35]=1)=[O:31]. No catalyst specified. The product is [CH2:33]([O:32][C:30](=[O:31])[NH:11][CH2:10][CH:8]1[CH2:7][C:6]2[CH:12]=[C:2]([F:1])[CH:3]=[C:4]([C:13]3[CH:18]=[CH:17][CH:16]=[CH:15][C:14]=3[CH3:19])[C:5]=2[O:9]1)[C:34]1[CH:39]=[CH:38][CH:37]=[CH:36][CH:35]=1. The yield is 0.920. (4) The reactants are [C:1]([OH:10])(=[O:9])/[CH:2]=[CH:3]\[CH:4]=[CH:5]\[C:6]([OH:8])=[O:7].II. The catalyst is C(OCC)C. The product is [C:1]([OH:10])(=[O:9])/[CH:2]=[CH:3]/[CH:4]=[CH:5]/[C:6]([OH:8])=[O:7]. The yield is 0.840. (5) The reactants are [C:1]([CH2:3][C:4]1[C:13]2[C:8](=[CH:9][C:10]([O:14][CH2:15][C:16]3[CH:21]=[CH:20][CH:19]=[C:18]([Cl:22])[CH:17]=3)=[CH:11][CH:12]=2)[O:7][C:6](=[O:23])[CH:5]=1)#[N:2].[BH4-].[Na+].Cl.[NH4+].[OH-]. The catalyst is CO.C(Cl)(Cl)Cl. The product is [NH2:2][CH2:1][CH2:3][C:4]1[C:13]2[C:8](=[CH:9][C:10]([O:14][CH2:15][C:16]3[CH:21]=[CH:20][CH:19]=[C:18]([Cl:22])[CH:17]=3)=[CH:11][CH:12]=2)[O:7][C:6](=[O:23])[CH:5]=1. The yield is 0.300. (6) The reactants are [C:1]([O:5][C:6]([N:8]1[CH2:12][CH:11]([C:13]2[NH:14][CH:15]=[C:16]([C:18]3[CH:23]=[CH:22][C:21](Br)=[CH:20][CH:19]=3)[N:17]=2)[N:10]([C:25](=[O:35])[CH:26]([NH:30][C:31]([O:33][CH3:34])=[O:32])[CH:27]([CH3:29])[CH3:28])[CH2:9]1)=[O:7])([CH3:4])([CH3:3])[CH3:2].[CH3:36][O:37][C:38](=[O:64])[NH:39][CH:40]([C:44]([N:46]1[CH2:50][CH2:49][CH2:48][CH:47]1[C:51]1[NH:52][CH:53]=[C:54]([C:56]2[CH:61]=[CH:60][C:59]([C:62]#[CH:63])=[CH:58][CH:57]=2)[N:55]=1)=[O:45])[CH:41]([CH3:43])[CH3:42].C(N(CC)CC)C. The catalyst is [Cu]I.C1C=CC([P]([Pd]([P](C2C=CC=CC=2)(C2C=CC=CC=2)C2C=CC=CC=2)([P](C2C=CC=CC=2)(C2C=CC=CC=2)C2C=CC=CC=2)[P](C2C=CC=CC=2)(C2C=CC=CC=2)C2C=CC=CC=2)(C2C=CC=CC=2)C2C=CC=CC=2)=CC=1. The product is [C:1]([O:5][C:6]([N:8]1[CH2:12][CH:11]([C:13]2[NH:14][CH:15]=[C:16]([C:18]3[CH:23]=[CH:22][C:21]([C:63]#[C:62][C:59]4[CH:60]=[CH:61][C:56]([C:54]5[N:55]=[C:51]([CH:47]6[CH2:48][CH2:49][CH2:50][N:46]6[C:44](=[O:45])[CH:40]([NH:39][C:38]([O:37][CH3:36])=[O:64])[CH:41]([CH3:43])[CH3:42])[NH:52][CH:53]=5)=[CH:57][CH:58]=4)=[CH:20][CH:19]=3)[N:17]=2)[N:10]([C:25](=[O:35])[CH:26]([NH:30][C:31]([O:33][CH3:34])=[O:32])[CH:27]([CH3:29])[CH3:28])[CH2:9]1)=[O:7])([CH3:4])([CH3:3])[CH3:2]. The yield is 0.350.